This data is from Full USPTO retrosynthesis dataset with 1.9M reactions from patents (1976-2016). The task is: Predict the reactants needed to synthesize the given product. (1) Given the product [CH3:30][N:2]([CH3:1])[CH2:3][CH2:4][CH:5]([C:14]1[CH:15]=[CH:16][C:17]([O:20][CH2:21][CH2:22][CH2:23][N:24]2[CH2:25][CH2:26][CH2:27][CH2:28][CH2:29]2)=[CH:18][CH:19]=1)[CH2:6][C:7]1[CH:8]=[CH:9][CH:10]=[CH:11][CH:12]=1, predict the reactants needed to synthesize it. The reactants are: [CH3:1][N:2]([CH3:30])[CH2:3][CH2:4][C:5]([C:14]1[CH:19]=[CH:18][C:17]([O:20][CH2:21][CH2:22][CH2:23][N:24]2[CH2:29][CH2:28][CH2:27][CH2:26][CH2:25]2)=[CH:16][CH:15]=1)(O)[CH2:6][C:7]1[CH:12]=[CH:11][CH:10]=[CH:9][CH:8]=1.OS(O)(=O)=O.C([SiH](CC)CC)C. (2) Given the product [NH2:32][C:16]12[CH2:19][C:12]([NH:11][C:9](=[O:10])[O:8][CH2:1][C:2]3[CH:7]=[CH:6][CH:5]=[CH:4][CH:3]=3)([CH2:18][CH2:17]1)[CH2:13][CH2:14][CH2:15]2, predict the reactants needed to synthesize it. The reactants are: [CH2:1]([O:8][C:9]([NH:11][C:12]12[CH2:19][C:16](C(O)=O)([CH2:17][CH2:18]1)[CH2:15][CH2:14][CH2:13]2)=[O:10])[C:2]1[CH:7]=[CH:6][CH:5]=[CH:4][CH:3]=1.C1C=CC(OP(OC2C=CC=CC=2)([N:32]=[N+]=[N-])=O)=CC=1.C(N(CC)CC)C.[Si](O[K])(C)(C)C.